From a dataset of Forward reaction prediction with 1.9M reactions from USPTO patents (1976-2016). Predict the product of the given reaction. (1) The product is: [N:1]1[CH:2]=[CH:3][C:4](/[CH:7]=[CH:8]/[C:9]([N:15]2[CH2:16][CH2:21][CH2:20][CH2:19]2)=[O:11])=[CH:5][CH:6]=1. Given the reactants [N:1]1[CH:6]=[CH:5][C:4]([CH:7]=[CH:8][C:9]([OH:11])=O)=[CH:3][CH:2]=1.ON1C2C=[CH:19][CH:20]=[CH:21][C:16]=2[N:15]=N1.CN(C)CCCN=C=NCC.N1CCCC1, predict the reaction product. (2) Given the reactants [NH:1]1[CH:5]=[CH:4][N:3]=[C:2]1/[N:6]=[CH:7]/[C:8]1[CH:13]=[CH:12][CH:11]=[CH:10][CH:9]=1.[CH2:14]([Mg]Br)[CH3:15], predict the reaction product. The product is: [NH:1]1[CH:5]=[CH:4][N:3]=[C:2]1[NH:6][CH:7]([C:8]1[CH:9]=[CH:10][CH:11]=[CH:12][CH:13]=1)[CH2:14][CH3:15]. (3) Given the reactants CC1(C)[O:9][C:8](=[O:10])[C:5]2([CH2:7][CH2:6]2)[C:4](=[O:11])O1.[CH:13]([C:16]1[CH:22]=[CH:21][C:19]([NH2:20])=[CH:18][CH:17]=1)([CH3:15])[CH3:14], predict the reaction product. The product is: [CH:13]([C:16]1[CH:22]=[CH:21][C:19]([N:20]2[CH2:6][CH2:7][CH:5]([C:8]([OH:9])=[O:10])[C:4]2=[O:11])=[CH:18][CH:17]=1)([CH3:15])[CH3:14]. (4) Given the reactants [O-][CH2:2][CH3:3].[Na+].[C:5]([CH2:7][C:8]1[CH:9]=[N:10][CH:11]=[CH:12][CH:13]=1)#[N:6].[N+:14](=[CH:16][C:17]([OH:19])=[O:18])=[N-:15].C(=O)=O, predict the reaction product. The product is: [NH2:6][C:5]1[C:16]([C:17]([O:19][CH2:2][CH3:3])=[O:18])=[N:14][NH:15][C:7]=1[C:8]1[CH:9]=[N:10][CH:11]=[CH:12][CH:13]=1. (5) The product is: [NH3:1].[CH2:14]([N:11]1[CH2:12][CH2:13][CH:8]([C:4]2[CH:5]=[CH:6][CH:7]=[C:2]([NH:1][S:21]([CH3:20])(=[O:23])=[O:22])[CH:3]=2)[CH2:9][CH2:10]1)[CH2:15][CH2:16][CH2:17][CH2:18][CH3:19]. Given the reactants [NH2:1][C:2]1[CH:3]=[C:4]([CH:8]2[CH2:13][CH2:12][N:11]([CH2:14][CH2:15][CH2:16][CH2:17][CH2:18][CH3:19])[CH2:10][CH2:9]2)[CH:5]=[CH:6][CH:7]=1.[CH3:20][S:21](Cl)(=[O:23])=[O:22], predict the reaction product.